Predict the reaction yield, written as a fraction of the theoretical maximum amount of product (1.0 means a 100% yield; for example, 0.34 means a 34% yield). From a dataset of Reaction yield outcomes from USPTO patents with 853,638 reactions. (1) The catalyst is C(OCC)(=O)C. The yield is 0.940. The product is [O:50]=[C:48]1[C:16]2[CH:15]=[CH:32][C:31]([C:33]([O:37][CH2:38][CH3:39])=[O:40])=[CH:18][C:17]=2[CH2:23][CH2:22][C:21]2[CH:20]=[CH:19][CH:28]=[CH:29][C:49]1=2. The reactants are C(C1N(C[C:15]2[CH:32]=[CH:31][C:18]3/[C:19](=[CH:28]/[C:29]#N)/[C:20]4C=CC=C[C:21]=4[CH2:22][CH2:23][C:17]=3[CH:16]=2)C2=NC(C)=CC(C)=C2N=1)C.[CH:33]([O:40]CC)([O:37][CH2:38][CH3:39])OCC.S(=O)(=O)(O)O.[CH2:48]([OH:50])[CH3:49]. (2) The reactants are S(=O)(=O)(O)N.P([O-])(O)(O)=O.[Na+].[CH3:12][C:13]([C:16]1[CH:17]=[CH:18][C:19]([OH:24])=[C:20]([CH:23]=1)[CH:21]=[O:22])([CH3:15])[CH3:14].Cl([O-])=[O:26].[Na+].S([O-])([O-])=O.[Na+].[Na+].Cl. The catalyst is O1CCOCC1.O. The product is [CH3:15][C:13]([C:16]1[CH:23]=[C:20]([C:21]([OH:26])=[O:22])[C:19]([OH:24])=[CH:18][CH:17]=1)([CH3:12])[CH3:14]. The yield is 0.774. (3) The reactants are [Cl:1][C:2]1[C:6]([NH2:7])=[CH:5][N:4]([C:8]2[CH:9]=[N:10][CH:11]=[CH:12][CH:13]=2)[N:3]=1.[C:14](OCC)(=[O:16])[CH3:15].C(=O)(O)[O-].[Na+].C(OC(=O)C)(=O)C. The catalyst is O. The product is [Cl:1][C:2]1[C:6]([NH:7][C:14](=[O:16])[CH3:15])=[CH:5][N:4]([C:8]2[CH:9]=[N:10][CH:11]=[CH:12][CH:13]=2)[N:3]=1. The yield is 0.660. (4) The reactants are CN([CH:4]=[O:5])C.P(Cl)(Cl)([Cl:8])=O.[CH:11]12[CH2:17][CH:14]([CH2:15][CH2:16]1)[CH2:13][C:12]2=O.P([O-])([O-])(O)=O.[K+].[K+]. The catalyst is ClCCCl.O. The product is [Cl:8][C:12]1[CH:11]2[CH2:17][CH:14]([CH2:15][CH2:16]2)[C:13]=1[CH:4]=[O:5]. The yield is 0.280. (5) The reactants are Cl[Sn]Cl.Cl.[N+:5]([C:8]1[CH:9]=[CH:10][C:11]2[S:15][CH:14]=[N:13][C:12]=2[CH:16]=1)([O-])=O.[OH-].[Na+]. No catalyst specified. The yield is 0.890. The product is [NH2:5][C:8]1[CH:9]=[CH:10][C:11]2[S:15][CH:14]=[N:13][C:12]=2[CH:16]=1. (6) The reactants are [C:1]([O:5][C:6]([N:8]1[CH2:13][CH2:12][N:11]([C:14]2[CH:19]=[CH:18][C:17]([N+:20]([O-])=O)=[C:16]([NH2:23])[CH:15]=2)[CH2:10][CH2:9]1)=[O:7])([CH3:4])([CH3:3])[CH3:2].CC(O)=O.C([O-])(O)=O.[Na+].CC(=O)OCC. The catalyst is CCO.C1COCC1.[Zn].O. The product is [NH2:23][C:16]1[CH:15]=[C:14]([N:11]2[CH2:12][CH2:13][N:8]([C:6]([O:5][C:1]([CH3:4])([CH3:3])[CH3:2])=[O:7])[CH2:9][CH2:10]2)[CH:19]=[CH:18][C:17]=1[NH2:20]. The yield is 0.600.